From a dataset of Reaction yield outcomes from USPTO patents with 853,638 reactions. Predict the reaction yield, written as a fraction of the theoretical maximum amount of product (1.0 means a 100% yield; for example, 0.34 means a 34% yield). (1) The reactants are [NH2:1][C:2]1[C:3]([O:20][CH3:21])=[CH:4][C:5]([CH:17]([CH3:19])[CH3:18])=[C:6]([CH:16]=1)[O:7][C:8]1[C:9]([NH2:15])=[N:10][C:11]([NH2:14])=[N:12][CH:13]=1.[CH2:22]([N:24]=[C:25]=[O:26])[CH3:23]. The catalyst is C1(C)C=CC=CC=1. The product is [NH2:14][C:11]1[N:10]=[C:9]([NH2:15])[C:8]([O:7][C:6]2[C:5]([CH:17]([CH3:19])[CH3:18])=[CH:4][C:3]([O:20][CH3:21])=[C:2]([NH:1][C:25]([NH:24][CH2:22][CH3:23])=[O:26])[CH:16]=2)=[CH:13][N:12]=1. The yield is 0.830. (2) The reactants are [Br:1][C:2]1[CH:7]=[CH:6][C:5](F)=[C:4]([N+:9]([O-:11])=[O:10])[CH:3]=1.[CH2:12]([OH:16])[CH2:13][C:14]#[CH:15].C(=O)([O-])[O-].[K+].[K+]. The catalyst is CN(C=O)C.O. The product is [Br:1][C:2]1[CH:7]=[CH:6][C:5]([O:16][CH2:12][CH2:13][C:14]#[CH:15])=[C:4]([N+:9]([O-:11])=[O:10])[CH:3]=1. The yield is 0.710. (3) The reactants are [NH2:1][C:2]1[N:7]=[CH:6][C:5]([S:8][CH2:9][CH2:10][OH:11])=[CH:4][CH:3]=1.C([O:15][CH2:16][C:17]1[C:22]([N:23]2[N:32]=[CH:31][C:30]3[C:25](=[C:26]([F:37])[CH:27]=[C:28]([C:33]([CH3:36])([CH3:35])[CH3:34])[CH:29]=3)[C:24]2=[O:38])=[CH:21][CH:20]=[CH:19][C:18]=1[C:39]1[CH:44]=[C:43](Br)[C:42](=[O:46])[N:41]([CH3:47])[N:40]=1)(=O)C.CC1(C)C2C(=C(P(C3C=CC=CC=3)C3C=CC=CC=3)C=CC=2)OC2C(P(C3C=CC=CC=3)C3C=CC=CC=3)=CC=CC1=2.C([O-])([O-])=O.[Cs+].[Cs+]. The catalyst is C(Cl)Cl.C1C=CC(/C=C/C(/C=C/C2C=CC=CC=2)=O)=CC=1.C1C=CC(/C=C/C(/C=C/C2C=CC=CC=2)=O)=CC=1.C1C=CC(/C=C/C(/C=C/C2C=CC=CC=2)=O)=CC=1.[Pd].[Pd].O1CCOCC1. The product is [C:33]([C:28]1[CH:29]=[C:30]2[C:25](=[C:26]([F:37])[CH:27]=1)[C:24](=[O:38])[N:23]([C:22]1[CH:21]=[CH:20][CH:19]=[C:18]([C:39]3[CH:44]=[C:43]([NH:1][C:2]4[CH:3]=[CH:4][C:5]([S:8][CH2:9][CH2:10][OH:11])=[CH:6][N:7]=4)[C:42](=[O:46])[N:41]([CH3:47])[N:40]=3)[C:17]=1[CH2:16][OH:15])[N:32]=[CH:31]2)([CH3:36])([CH3:34])[CH3:35]. The yield is 0.0700. (4) The reactants are C1C=CC2N(O)N=NC=2C=1.O.C(N(CC)C(C)C)(C)C.[CH3:21][C@H:22]([NH:26][C:27]([O:29][C:30]([CH3:33])([CH3:32])[CH3:31])=[O:28])[C:23]([OH:25])=O.Cl.CN(C)CCCN=C=NCC.[NH2:46][CH:47]1[N:53]=[C:52]([C:54]2[CH:59]=[CH:58][CH:57]=[CH:56][CH:55]=2)[C:51]2[CH:60]=[CH:61][CH:62]=[CH:63][C:50]=2[N:49]([CH2:64][CH2:65][CH2:66][C:67]([F:70])([F:69])[F:68])[C:48]1=[O:71]. The catalyst is C1COCC1.C(Cl)Cl. The product is [C:30]([O:29][C:27]([NH:26][C@H:22]([C:23]([NH:46][CH:47]1[N:53]=[C:52]([C:54]2[CH:55]=[CH:56][CH:57]=[CH:58][CH:59]=2)[C:51]2[CH:60]=[CH:61][CH:62]=[CH:63][C:50]=2[N:49]([CH2:64][CH2:65][CH2:66][C:67]([F:69])([F:68])[F:70])[C:48]1=[O:71])=[O:25])[CH3:21])=[O:28])([CH3:33])([CH3:32])[CH3:31]. The yield is 0.830. (5) The reactants are Cl[C:2]1[CH:3]=[C:4]([CH:25]=[C:26]([CH3:28])[N:27]=1)[C:5]([NH:7][C:8]1[S:9][C:10]2[C:16]([N:17]3[CH2:22][CH2:21][O:20][CH2:19][CH2:18]3)=[CH:15][CH:14]=[C:13]([O:23][CH3:24])[C:11]=2[N:12]=1)=[O:6].[I-:29].[Na+].I. The catalyst is CC(CC)=O.O1CCOCC1. The product is [I:29][C:2]1[CH:3]=[C:4]([CH:25]=[C:26]([CH3:28])[N:27]=1)[C:5]([NH:7][C:8]1[S:9][C:10]2[C:16]([N:17]3[CH2:22][CH2:21][O:20][CH2:19][CH2:18]3)=[CH:15][CH:14]=[C:13]([O:23][CH3:24])[C:11]=2[N:12]=1)=[O:6]. The yield is 0.0700. (6) The reactants are [F:1][C:2]1[CH:27]=[C:26]([N+:28]([O-])=O)[CH:25]=[CH:24][C:3]=1[O:4][C:5]1[CH:10]=[CH:9][N:8]=[C:7]2[CH:11]=[C:12]([C:14]3[N:19]=[CH:18][C:17]([CH2:20][N:21]([CH3:23])[CH3:22])=[CH:16][CH:15]=3)[S:13][C:6]=12.[NH4+].[Cl-]. The catalyst is [Fe].CCO.O. The product is [CH3:23][N:21]([CH2:20][C:17]1[CH:16]=[CH:15][C:14]([C:12]2[S:13][C:6]3[C:7](=[N:8][CH:9]=[CH:10][C:5]=3[O:4][C:3]3[CH:24]=[CH:25][C:26]([NH2:28])=[CH:27][C:2]=3[F:1])[CH:11]=2)=[N:19][CH:18]=1)[CH3:22]. The yield is 1.00. (7) The reactants are [BH4-].[Na+].[C:3]([C:11]1[CH:16]=[CH:15][N:14]([C:17]2[CH:22]=[CH:21][C:20]([O:23][C:24]3[C:33]4[C:28](=[CH:29][C:30]([O:36][CH3:37])=[C:31]([O:34][CH3:35])[CH:32]=4)[N:27]=[CH:26][CH:25]=3)=[C:19]([F:38])[CH:18]=2)[C:13](=[O:39])[CH:12]=1)(=[O:10])[C:4]1[CH:9]=[CH:8][CH:7]=[CH:6][CH:5]=1. The catalyst is CO.C(OCC)(=O)C. The product is [CH3:35][O:34][C:31]1[CH:32]=[C:33]2[C:28](=[CH:29][C:30]=1[O:36][CH3:37])[N:27]=[CH:26][CH:25]=[C:24]2[O:23][C:20]1[CH:21]=[CH:22][C:17]([N:14]2[CH:15]=[CH:16][C:11]([CH:3]([OH:10])[C:4]3[CH:9]=[CH:8][CH:7]=[CH:6][CH:5]=3)=[CH:12][C:13]2=[O:39])=[CH:18][C:19]=1[F:38]. The yield is 0.950. (8) The reactants are [C:1]([O:5][C:6]([N:8]1[CH2:13][CH2:12][C:11]2[NH:14][N:15]=[C:16]([C:17]3[CH:22]=[CH:21][C:20]([C:23]([F:26])([F:25])[F:24])=[CH:19][CH:18]=3)[C:10]=2[CH2:9]1)=[O:7])([CH3:4])([CH3:3])[CH3:2].[C:27]([O:31][CH3:32])(=[O:30])[CH:28]=[CH2:29].C(O[Na])(C)(C)C. The catalyst is C1(C)C=CC=CC=1. The product is [C:1]([O:5][C:6]([N:8]1[CH2:13][CH2:12][C:11]2[N:14]([CH2:29][CH2:28][C:27]([O:31][CH3:32])=[O:30])[N:15]=[C:16]([C:17]3[CH:18]=[CH:19][C:20]([C:23]([F:24])([F:25])[F:26])=[CH:21][CH:22]=3)[C:10]=2[CH2:9]1)=[O:7])([CH3:4])([CH3:2])[CH3:3]. The yield is 0.150. (9) The reactants are [O-:1]CC.[Na+].[CH2:5]([O:7][C:8]([C:10]1[C:15](=[O:16])[N:14](CC2C=CC=C(F)C=2)[C:13]2[CH:25]=[CH:26][S:27][C:12]=2[C:11]=1N1CCNCC1)=[O:9])[CH3:6]. The catalyst is C(O)C. The product is [CH2:5]([O:7][C:8]([C:10]1[C:15](=[O:16])[NH:14][C:13]2[C:25]([C:11]=1[OH:1])=[CH:26][S:27][CH:12]=2)=[O:9])[CH3:6]. The yield is 0.570.